Dataset: Reaction yield outcomes from USPTO patents with 853,638 reactions. Task: Predict the reaction yield, written as a fraction of the theoretical maximum amount of product (1.0 means a 100% yield; for example, 0.34 means a 34% yield). (1) The yield is 0.100. The reactants are [CH2:1]([N:8]1[CH2:13][CH2:12][C:11]([CH3:15])(O)[CH2:10][CH2:9]1)[C:2]1[CH:7]=[CH:6][CH:5]=[CH:4][CH:3]=1.[Al+3].[Cl-].[Cl-].[Cl-].[Cl:20][C:21]1[CH:26]=[CH:25][CH:24]=[CH:23][CH:22]=1. No catalyst specified. The product is [CH2:1]([N:8]1[CH2:13][CH2:12][C:11]([C:22]2[CH:23]=[CH:24][CH:25]=[CH:26][C:21]=2[Cl:20])([CH3:15])[CH2:10][CH2:9]1)[C:2]1[CH:7]=[CH:6][CH:5]=[CH:4][CH:3]=1. (2) The reactants are C([O:3][C:4](=[O:32])[CH2:5][NH:6][CH2:7][CH2:8][C:9]1[N:10]=[C:11]([NH:14][C:15]([NH:17][C:18]2[CH:23]=[CH:22][C:21]([CH3:24])=[CH:20][C:19]=2[C:25]([CH:27]2[CH2:31][CH2:30][CH2:29][CH2:28]2)=[O:26])=[O:16])[S:12][CH:13]=1)C. The catalyst is [Li+].[OH-]. The product is [CH:27]1([C:25]([C:19]2[CH:20]=[C:21]([CH3:24])[CH:22]=[CH:23][C:18]=2[NH:17][C:15](=[O:16])[NH:14][C:11]2[S:12][CH:13]=[C:9]([CH2:8][CH2:7][NH:6][CH2:5][C:4]([OH:32])=[O:3])[N:10]=2)=[O:26])[CH2:31][CH2:30][CH2:29][CH2:28]1. The yield is 0.950.